Dataset: Forward reaction prediction with 1.9M reactions from USPTO patents (1976-2016). Task: Predict the product of the given reaction. (1) Given the reactants [C:1]([O:9][C@H:10]1[O:24][C@H:23]([CH2:25][O:26][C:27](=[O:34])[C:28]2[CH:33]=[CH:32][CH:31]=[CH:30][CH:29]=2)[C@@H:13]([O:14][C:15](=[O:22])[C:16]2[CH:21]=[CH:20][CH:19]=[CH:18][CH:17]=2)[C@H:11]1[OH:12])(=[O:8])[C:2]1[CH:7]=[CH:6][CH:5]=[CH:4][CH:3]=1.ClN1C(=O)N(Cl)C(=O)N(Cl)C1=O.CC1(C)N([O])C(C)(C)CCC1, predict the reaction product. The product is: [C:1]([O:9][C@@H:10]1[C:11](=[O:12])[C@H:13]([O:14][C:15](=[O:22])[C:16]2[CH:21]=[CH:20][CH:19]=[CH:18][CH:17]=2)[C@@H:23]([CH2:25][O:26][C:27](=[O:34])[C:28]2[CH:29]=[CH:30][CH:31]=[CH:32][CH:33]=2)[O:24]1)(=[O:8])[C:2]1[CH:7]=[CH:6][CH:5]=[CH:4][CH:3]=1. (2) Given the reactants [F:1][C:2]1[CH:7]=[CH:6][C:5]([N:8]2[C:12]([C:13](=[O:15])[CH3:14])=[C:11]([CH3:16])[N:10]=[N:9]2)=[CH:4][CH:3]=1.CC(OCC1C2C(=CC=CC=2)C(COC(C)=O)=C2C=1C=CC=C2)=O.[Br:41]Br, predict the reaction product. The product is: [Br:41][CH2:14][C:13]([C:12]1[N:8]([C:5]2[CH:4]=[CH:3][C:2]([F:1])=[CH:7][CH:6]=2)[N:9]=[N:10][C:11]=1[CH3:16])=[O:15]. (3) Given the reactants [N:1]([CH2:4][C@@H:5]1[O:9][C:8](=[O:10])[N:7]([C:11]2[CH:16]=[CH:15][C:14]([I:17])=[C:13]([F:18])[CH:12]=2)[CH2:6]1)=[N+:2]=[N-:3].[CH2:19]([OH:23])[CH2:20][C:21]#[CH:22].O=C1O[C@H]([C@H](CO)O)C([O-])=C1O.[Na+], predict the reaction product. The product is: [F:18][C:13]1[CH:12]=[C:11]([N:7]2[CH2:6][C@H:5]([CH2:4][N:1]3[CH:22]=[C:21]([CH2:20][CH2:19][OH:23])[N:3]=[N:2]3)[O:9][C:8]2=[O:10])[CH:16]=[CH:15][C:14]=1[I:17]. (4) The product is: [OH:5][C:6]1[CH:11]=[C:10]([C:15]([CH3:20])([CH3:14])[CH2:16][C:17]([OH:19])=[O:18])[CH:9]=[CH:8][C:7]=1[O:12][CH3:13]. Given the reactants CS([O:5][C:6]1[CH:11]=[CH:10][CH:9]=[CH:8][C:7]=1[O:12][CH3:13])(=O)=O.[CH3:14][C:15]([CH3:20])=[CH:16][C:17]([OH:19])=[O:18].[Cl-].[Al+3].[Cl-].[Cl-].Cl, predict the reaction product. (5) Given the reactants [C:1]([C:3]1[CH:4]=[CH:5][C:6]([O:30][CH3:31])=[C:7]([S:9]([N:12]([CH2:24][C:25](OCC)=[O:26])[CH2:13][CH2:14][C:15]2[CH:20]=[CH:19][C:18]([CH:21]([CH3:23])[CH3:22])=[CH:17][CH:16]=2)(=[O:11])=[O:10])[CH:8]=1)#[N:2].[BH4-].[Na+].Cl, predict the reaction product. The product is: [C:1]([C:3]1[CH:4]=[CH:5][C:6]([O:30][CH3:31])=[C:7]([S:9]([N:12]([CH2:24][CH2:25][OH:26])[CH2:13][CH2:14][C:15]2[CH:16]=[CH:17][C:18]([CH:21]([CH3:23])[CH3:22])=[CH:19][CH:20]=2)(=[O:11])=[O:10])[CH:8]=1)#[N:2].